Predict the reaction yield, written as a fraction of the theoretical maximum amount of product (1.0 means a 100% yield; for example, 0.34 means a 34% yield). From a dataset of Reaction yield outcomes from USPTO patents with 853,638 reactions. (1) The reactants are N1C=CC=CC=1.[F:7][C:8]([F:21])([F:20])[S:9]([O:12]S(C(F)(F)F)(=O)=O)(=[O:11])=[O:10].[OH:22][C:23]1[CH:28]=[CH:27][C:26]([C:29]([C:34]2[CH:39]=[CH:38][C:37](O)=[C:36]([CH3:41])[CH:35]=2)([CH2:32][CH3:33])[CH2:30][CH3:31])=[CH:25][C:24]=1[CH3:42].C(OCC)(=O)C. The catalyst is ClCCl. The product is [CH2:30]([C:29]([C:34]1[CH:39]=[CH:38][C:37]([O:12][S:9]([C:8]([F:21])([F:20])[F:7])(=[O:11])=[O:10])=[C:36]([CH3:41])[CH:35]=1)([C:26]1[CH:27]=[CH:28][C:23]([OH:22])=[C:24]([CH3:42])[CH:25]=1)[CH2:32][CH3:33])[CH3:31]. The yield is 0.370. (2) The reactants are Br[C:2]1[CH:3]=[C:4]([NH:10][C:11]2[N:12]=[CH:13][N:14]([CH3:16])[CH:15]=2)[C:5](=[O:9])[N:6]([CH3:8])[CH:7]=1.[C:17]([O:20][CH2:21][C:22]1[C:23]([N:31]2[CH2:42][CH2:41][N:40]3[C:33](=[CH:34][C:35]4[CH2:36][C:37]([CH3:44])([CH3:43])[CH2:38][C:39]=43)[C:32]2=[O:45])=[N:24][CH:25]=[CH:26][C:27]=1B(O)O)(=[O:19])[CH3:18].[O-]P([O-])([O-])=O.[K+].[K+].[K+].C([O-])(=O)C.[Na+]. The catalyst is C1C=CC(P(C2C=CC=CC=2)[C-]2C=CC=C2)=CC=1.C1C=CC(P(C2C=CC=CC=2)[C-]2C=CC=C2)=CC=1.Cl[Pd]Cl.[Fe+2].C(#N)C.O. The product is [C:17]([O:20][CH2:21][C:22]1[C:23]([N:31]2[CH2:42][CH2:41][N:40]3[C:33](=[CH:34][C:35]4[CH2:36][C:37]([CH3:44])([CH3:43])[CH2:38][C:39]=43)[C:32]2=[O:45])=[N:24][CH:25]=[CH:26][C:27]=1[C:2]1[CH:3]=[C:4]([NH:10][C:11]2[N:12]=[CH:13][N:14]([CH3:16])[CH:15]=2)[C:5](=[O:9])[N:6]([CH3:8])[CH:7]=1)(=[O:19])[CH3:18]. The yield is 0.372. (3) The reactants are [C:1]([O:5][C:6]([N:8]([CH2:16][C:17]([O:19][C:20]([CH3:23])([CH3:22])[CH3:21])=[O:18])[C:9]1[CH:14]=[CH:13][CH:12]=[C:11]([CH3:15])[N:10]=1)=[O:7])([CH3:4])([CH3:3])[CH3:2].C1C(=O)N([Br:31])C(=O)C1. The catalyst is C(#N)C. The product is [Br:31][C:12]1[CH:13]=[CH:14][C:9]([N:8]([CH2:16][C:17]([O:19][C:20]([CH3:23])([CH3:22])[CH3:21])=[O:18])[C:6]([O:5][C:1]([CH3:4])([CH3:3])[CH3:2])=[O:7])=[N:10][C:11]=1[CH3:15]. The yield is 0.950. (4) The reactants are [Cl:1][C:2]1[N:7]=[CH:6][C:5]([O:8][CH:9]2[CH2:14][CH2:13][N:12]([C:15](OC(C)(C)C)=O)[CH2:11][CH2:10]2)=[CH:4][CH:3]=1.[CH3:22][C:23]1(C)[CH2:25][O:24]1. The catalyst is ClCCl.FC(F)(F)C(O)=O. The product is [Cl:1][C:2]1[N:7]=[CH:6][C:5]([O:8][CH:9]2[CH2:10][CH2:11][N:12]([CH2:15][C:23]([CH3:25])([OH:24])[CH3:22])[CH2:13][CH2:14]2)=[CH:4][CH:3]=1. The yield is 0.850. (5) The reactants are [N+](CCCC)(CCCC)(CCCC)CCCC.[F-].[N:19]1([C:25]2[C:33]3[C:28](=[CH:29][CH:30]=[CH:31][CH:32]=3)[N:27]([Si](C(C)C)(C(C)C)C(C)C)[CH:26]=2)[CH2:24][CH2:23][CH2:22][CH2:21][CH2:20]1. The catalyst is C1COCC1.CCOC(C)=O. The product is [N:19]1([C:25]2[C:33]3[C:28](=[CH:29][CH:30]=[CH:31][CH:32]=3)[NH:27][CH:26]=2)[CH2:20][CH2:21][CH2:22][CH2:23][CH2:24]1. The yield is 0.740. (6) The reactants are Br[C:2]1[CH:3]=[C:4]([CH:9]=[CH:10][CH:11]=1)[C:5]([NH:7][CH3:8])=[O:6].C([Li])CCC.[F:17][C:18]1[CH:25]=[CH:24][C:21]([CH:22]=[O:23])=[CH:20][CH:19]=1. The catalyst is O1CCCC1.CCCCCC. The product is [OH:23][CH:22]([C:2]1[CH:3]=[C:4]([CH:9]=[CH:10][CH:11]=1)[C:5]([NH:7][CH3:8])=[O:6])[C:21]1[CH:24]=[CH:25][C:18]([F:17])=[CH:19][CH:20]=1. The yield is 0.380. (7) The reactants are O.O.C([O-])(=O)C.[Li+].[Si:8]([O:15][C@@H:16]1[N:22]([C:23]([O:25][CH2:26][C:27]2[CH:32]=[CH:31][C:30]([NH:33][C:34](=[O:51])[C@@H:35]([NH:37][C:38](=[O:50])[C@@H:39]([NH:43][C:44]([O:46][CH2:47][CH:48]=[CH2:49])=[O:45])[CH:40]([CH3:42])[CH3:41])[CH3:36])=[CH:29][CH:28]=2)=[O:24])[C:21]2[CH:52]=[C:53]([O:58][Si](C(C)C)(C(C)C)C(C)C)[C:54]([O:56][CH3:57])=[CH:55][C:20]=2[C:19](=[O:69])[N:18]2[CH:70]=[C:71](/[CH:73]=[CH:74]/[CH3:75])[CH2:72][C@@H:17]12)([C:11]([CH3:14])([CH3:13])[CH3:12])([CH3:10])[CH3:9]. The catalyst is CN(C=O)C.C(OCC)(=O)C. The product is [Si:8]([O:15][C@@H:16]1[N:22]([C:23]([O:25][CH2:26][C:27]2[CH:28]=[CH:29][C:30]([NH:33][C:34](=[O:51])[C@@H:35]([NH:37][C:38](=[O:50])[C@@H:39]([NH:43][C:44]([O:46][CH2:47][CH:48]=[CH2:49])=[O:45])[CH:40]([CH3:42])[CH3:41])[CH3:36])=[CH:31][CH:32]=2)=[O:24])[C:21]2[CH:52]=[C:53]([OH:58])[C:54]([O:56][CH3:57])=[CH:55][C:20]=2[C:19](=[O:69])[N:18]2[CH:70]=[C:71](/[CH:73]=[CH:74]/[CH3:75])[CH2:72][C@@H:17]12)([C:11]([CH3:12])([CH3:13])[CH3:14])([CH3:9])[CH3:10]. The yield is 0.830. (8) The reactants are [C:1]([C:4]1([CH2:7][CH2:8][CH2:9][CH2:10][C:11](=[O:22])[CH2:12][CH2:13][CH2:14][CH2:15][C:16]2([C:19]([OH:21])=[O:20])[CH2:18][CH2:17]2)[CH2:6][CH2:5]1)([OH:3])=[O:2].[OH-].[Na+].[BH4-].[Na+].Cl. The catalyst is CC(O)C.O. The product is [C:19]([C:16]1([CH2:15][CH2:14][CH2:13][CH2:12][CH:11]([OH:22])[CH2:10][CH2:9][CH2:8][CH2:7][C:4]2([C:1]([OH:3])=[O:2])[CH2:5][CH2:6]2)[CH2:17][CH2:18]1)([OH:21])=[O:20]. The yield is 0.860.